From a dataset of Catalyst prediction with 721,799 reactions and 888 catalyst types from USPTO. Predict which catalyst facilitates the given reaction. (1) The catalyst class is: 8. Reactant: [Cl:1][C:2]1[CH:3]=[C:4]2[C:9](=[C:10]([Cl:12])[CH:11]=1)[CH2:8][N:7]([CH3:13])[CH2:6][CH:5]2[C:14]1[CH:19]=[CH:18][C:17]([NH:20]C(=O)C)=[CH:16][CH:15]=1.C[O-].[Na+]. Product: [Cl:1][C:2]1[CH:3]=[C:4]2[C:9](=[C:10]([Cl:12])[CH:11]=1)[CH2:8][N:7]([CH3:13])[CH2:6][CH:5]2[C:14]1[CH:19]=[CH:18][C:17]([NH2:20])=[CH:16][CH:15]=1. (2) Reactant: [CH3:1][O:2][C:3]1[CH:26]=[CH:25][C:6]([CH2:7][N:8]2[CH:12]=[C:11]([C:13](=[O:15])[CH3:14])[C:10]([C:16]3[CH:21]=[CH:20][CH:19]=[C:18]([N+:22]([O-:24])=[O:23])[CH:17]=3)=[N:9]2)=[CH:5][CH:4]=1.[CH3:27][N:28]([CH3:31])[CH:29]=O. Product: [CH3:27][N:28]([CH3:31])/[CH:29]=[CH:14]/[C:13]([C:11]1[C:10]([C:16]2[CH:21]=[CH:20][CH:19]=[C:18]([N+:22]([O-:24])=[O:23])[CH:17]=2)=[N:9][N:8]([CH2:7][C:6]2[CH:5]=[CH:4][C:3]([O:2][CH3:1])=[CH:26][CH:25]=2)[CH:12]=1)=[O:15]. The catalyst class is: 7. (3) Reactant: [NH:1]([C:3]1[CH:4]=[C:5]([CH:9]=[CH:10][C:11]=1[CH3:12])[C:6]([OH:8])=[O:7])[NH2:2].[CH3:13][CH:14]([CH3:18])C(O)=O.[CH:19](=O)[CH2:20]C=O.Cl.[OH-].[Na+]. Product: [CH2:19]([O:7][C:6](=[O:8])[C:5]1[CH:9]=[CH:10][C:11]([CH3:12])=[C:3]([N:1]2[CH:18]=[CH:14][CH:13]=[N:2]2)[CH:4]=1)[CH3:20]. The catalyst class is: 14. (4) Reactant: Cl[C:2]1[C:7]([C:8]([O:10][CH2:11][CH3:12])=[O:9])=[CH:6][N:5]=[C:4]([Cl:13])[CH:3]=1.[F:14][C:15]1[CH:16]=[C:17]([CH2:21][CH2:22][NH2:23])[CH:18]=[CH:19][CH:20]=1.C([O-])([O-])=O.[K+].[K+]. Product: [Cl:13][C:4]1[CH:3]=[C:2]([NH:23][CH2:22][CH2:21][C:17]2[CH:18]=[CH:19][CH:20]=[C:15]([F:14])[CH:16]=2)[C:7]([C:8]([O:10][CH2:11][CH3:12])=[O:9])=[CH:6][N:5]=1. The catalyst class is: 3. (5) Reactant: [C:1]([O:5][C:6]([NH:8][N:9]=[C:10]1[CH2:15][N:14]([C:16]([O:18][CH2:19][C:20]2[CH:25]=[CH:24][CH:23]=[CH:22][CH:21]=2)=[O:17])[CH:13]([CH3:26])[CH2:12][CH2:11]1)=[O:7])([CH3:4])([CH3:3])[CH3:2].C([BH3-])#N.[Na+].O.C1(C)C=CC(S(O)(=O)=O)=CC=1. Product: [C:1]([O:5][C:6]([NH:8][NH:9][CH:10]1[CH2:15][N:14]([C:16]([O:18][CH2:19][C:20]2[CH:25]=[CH:24][CH:23]=[CH:22][CH:21]=2)=[O:17])[CH:13]([CH3:26])[CH2:12][CH2:11]1)=[O:7])([CH3:4])([CH3:2])[CH3:3]. The catalyst class is: 7. (6) Reactant: C(S[C:9](=[O:46])[CH:10]([CH2:39][C:40]1[CH:45]=[CH:44][CH:43]=[CH:42][CH:41]=1)[CH:11]([OH:38])[CH:12]=[CH:13][CH:14]([OH:37])[CH2:15][CH:16]([NH:29][C:30]([O:32][C:33]([CH3:36])([CH3:35])[CH3:34])=[O:31])[CH2:17][C:18]1[CH:23]=[CH:22][C:21]([O:24][C:25]([CH3:28])([CH3:27])[CH3:26])=[CH:20][CH:19]=1)C1C=CC=CC=1.[Li+].[OH-:48].OO.Cl. Product: [CH2:39]([CH:10]([CH:11]([OH:38])[CH:12]=[CH:13][CH:14]([OH:37])[CH2:15][CH:16]([NH:29][C:30]([O:32][C:33]([CH3:35])([CH3:34])[CH3:36])=[O:31])[CH2:17][C:18]1[CH:23]=[CH:22][C:21]([O:24][C:25]([CH3:26])([CH3:28])[CH3:27])=[CH:20][CH:19]=1)[C:9]([OH:46])=[O:48])[C:40]1[CH:41]=[CH:42][CH:43]=[CH:44][CH:45]=1. The catalyst class is: 1. (7) Reactant: [NH2:1][C:2]1[N:10]=[CH:9][CH:8]=[CH:7][C:3]=1[C:4]([OH:6])=O.ON1C2C=CC=CC=2N=N1.CCN=C=NCCCN(C)C.[F:32][C:33]1[CH:34]=[C:35]([CH:45]=[CH:46][CH:47]=1)[O:36][C:37]1[CH:38]=[C:39]([CH:42]=[CH:43][CH:44]=1)[CH2:40][NH2:41].C(=O)(O)[O-].[Na+]. Product: [F:32][C:33]1[CH:34]=[C:35]([CH:45]=[CH:46][CH:47]=1)[O:36][C:37]1[CH:38]=[C:39]([CH2:40][NH:41][C:4](=[O:6])[C:3]2[CH:7]=[CH:8][CH:9]=[N:10][C:2]=2[NH2:1])[CH:42]=[CH:43][CH:44]=1. The catalyst class is: 3. (8) Reactant: [NH2:1][C:2]1[N:10]=[CH:9][N:8]=[C:7]2[C:3]=1[N:4]=[C:5]([S:17][C:18]1[NH:19][C:20]3[C:25]([CH:26]=1)=[CH:24][CH:23]=[CH:22][CH:21]=3)[N:6]2[CH2:11][CH2:12][O:13][C:14](=[O:16])[CH3:15].C1C(=O)N([I:34])C(=O)C1.CCOC(C)=O.C([O-])(O)=O.[Na+].CCOC(C)=O.CCN(CC)CC. Product: [NH2:1][C:2]1[N:10]=[CH:9][N:8]=[C:7]2[C:3]=1[N:4]=[C:5]([S:17][C:18]1[NH:19][C:20]3[C:25]([C:26]=1[I:34])=[CH:24][CH:23]=[CH:22][CH:21]=3)[N:6]2[CH2:11][CH2:12][O:13][C:14](=[O:16])[CH3:15]. The catalyst class is: 1.